Dataset: Peptide-MHC class I binding affinity with 185,985 pairs from IEDB/IMGT. Task: Regression. Given a peptide amino acid sequence and an MHC pseudo amino acid sequence, predict their binding affinity value. This is MHC class I binding data. (1) The peptide sequence is YTVVYPNL. The MHC is H-2-Db with pseudo-sequence H-2-Db. The binding affinity (normalized) is 0. (2) The peptide sequence is VTDTNKFAHY. The MHC is HLA-A02:02 with pseudo-sequence HLA-A02:02. The binding affinity (normalized) is 0. (3) The peptide sequence is MSSAAHLLY. The MHC is HLA-B15:09 with pseudo-sequence HLA-B15:09. The binding affinity (normalized) is 0.0847. (4) The MHC is HLA-A26:01 with pseudo-sequence HLA-A26:01. The peptide sequence is IMDEPTSSL. The binding affinity (normalized) is 0.0847. (5) The binding affinity (normalized) is 0.0847. The peptide sequence is RYEFTAPFI. The MHC is HLA-A02:03 with pseudo-sequence HLA-A02:03. (6) The peptide sequence is IQKLVGVL. The MHC is HLA-B27:05 with pseudo-sequence HLA-B27:05. The binding affinity (normalized) is 0. (7) The MHC is H-2-Kb with pseudo-sequence H-2-Kb. The peptide sequence is SSLSFLSLI. The binding affinity (normalized) is 0.849.